From a dataset of NCI-60 drug combinations with 297,098 pairs across 59 cell lines. Regression. Given two drug SMILES strings and cell line genomic features, predict the synergy score measuring deviation from expected non-interaction effect. (1) Drug 1: CC12CCC3C(C1CCC2=O)CC(=C)C4=CC(=O)C=CC34C. Drug 2: C(CC(=O)O)C(=O)CN.Cl. Cell line: SK-OV-3. Synergy scores: CSS=15.0, Synergy_ZIP=-0.719, Synergy_Bliss=2.02, Synergy_Loewe=1.19, Synergy_HSA=2.03. (2) Drug 1: CCCCCOC(=O)NC1=NC(=O)N(C=C1F)C2C(C(C(O2)C)O)O. Drug 2: CCN(CC)CCNC(=O)C1=C(NC(=C1C)C=C2C3=C(C=CC(=C3)F)NC2=O)C. Cell line: EKVX. Synergy scores: CSS=2.07, Synergy_ZIP=1.27, Synergy_Bliss=2.03, Synergy_Loewe=-0.897, Synergy_HSA=-0.0689. (3) Drug 1: CS(=O)(=O)C1=CC(=C(C=C1)C(=O)NC2=CC(=C(C=C2)Cl)C3=CC=CC=N3)Cl. Drug 2: CN1C2=C(C=C(C=C2)N(CCCl)CCCl)N=C1CCCC(=O)O.Cl. Cell line: HS 578T. Synergy scores: CSS=5.86, Synergy_ZIP=-1.33, Synergy_Bliss=5.83, Synergy_Loewe=-4.14, Synergy_HSA=-0.521. (4) Drug 1: C1=C(C(=O)NC(=O)N1)F. Drug 2: CC1=C(C(CCC1)(C)C)C=CC(=CC=CC(=CC(=O)O)C)C. Cell line: RPMI-8226. Synergy scores: CSS=82.5, Synergy_ZIP=-9.16, Synergy_Bliss=-13.5, Synergy_Loewe=-6.90, Synergy_HSA=-5.22. (5) Drug 1: C1CC(=O)NC(=O)C1N2CC3=C(C2=O)C=CC=C3N. Drug 2: C1C(C(OC1N2C=NC3=C2NC=NCC3O)CO)O. Cell line: COLO 205. Synergy scores: CSS=1.98, Synergy_ZIP=-1.22, Synergy_Bliss=-1.14, Synergy_Loewe=0.926, Synergy_HSA=-0.423. (6) Drug 1: CC1=C(C=C(C=C1)NC2=NC=CC(=N2)N(C)C3=CC4=NN(C(=C4C=C3)C)C)S(=O)(=O)N.Cl. Drug 2: CC(C1=C(C=CC(=C1Cl)F)Cl)OC2=C(N=CC(=C2)C3=CN(N=C3)C4CCNCC4)N. Cell line: DU-145. Synergy scores: CSS=-2.88, Synergy_ZIP=0.614, Synergy_Bliss=-3.60, Synergy_Loewe=-9.84, Synergy_HSA=-6.50. (7) Drug 1: CC1=C(C=C(C=C1)C(=O)NC2=CC(=CC(=C2)C(F)(F)F)N3C=C(N=C3)C)NC4=NC=CC(=N4)C5=CN=CC=C5. Drug 2: CC=C1C(=O)NC(C(=O)OC2CC(=O)NC(C(=O)NC(CSSCCC=C2)C(=O)N1)C(C)C)C(C)C. Cell line: SW-620. Synergy scores: CSS=9.07, Synergy_ZIP=6.11, Synergy_Bliss=3.33, Synergy_Loewe=-38.1, Synergy_HSA=0.186. (8) Drug 1: C1=NC2=C(N1)C(=S)N=C(N2)N. Drug 2: C1CN(P(=O)(OC1)NCCCl)CCCl. Cell line: MALME-3M. Synergy scores: CSS=5.33, Synergy_ZIP=-8.28, Synergy_Bliss=-5.68, Synergy_Loewe=-32.3, Synergy_HSA=-6.73. (9) Drug 1: C1=NC(=NC(=O)N1C2C(C(C(O2)CO)O)O)N. Drug 2: C1=CC=C(C(=C1)C(C2=CC=C(C=C2)Cl)C(Cl)Cl)Cl. Cell line: MOLT-4. Synergy scores: CSS=9.53, Synergy_ZIP=1.75, Synergy_Bliss=8.76, Synergy_Loewe=-5.67, Synergy_HSA=-0.515. (10) Drug 1: C1=NC2=C(N=C(N=C2N1C3C(C(C(O3)CO)O)O)F)N. Drug 2: C(CN)CNCCSP(=O)(O)O. Cell line: RXF 393. Synergy scores: CSS=66.3, Synergy_ZIP=15.4, Synergy_Bliss=17.6, Synergy_Loewe=-15.6, Synergy_HSA=12.4.